From a dataset of Full USPTO retrosynthesis dataset with 1.9M reactions from patents (1976-2016). Predict the reactants needed to synthesize the given product. (1) Given the product [Cl:18][C:19]1([C:22]([OH:23])([CH2:24][N:13]2[CH:17]=[N:16][CH:15]=[N:14]2)[CH2:25][CH:26]2[CH2:28][C:27]2([Br:30])[Br:29])[CH2:21][CH2:20]1, predict the reactants needed to synthesize it. The reactants are: C(=O)([O-])[O-].[K+].[K+].C(O[Na])(C)(C)C.[NH:13]1[CH:17]=[N:16][CH:15]=[N:14]1.[Cl:18][C:19]1([C:22]2([CH2:25][CH:26]3[CH2:28][C:27]3([Br:30])[Br:29])[CH2:24][O:23]2)[CH2:21][CH2:20]1. (2) Given the product [NH:1]([C:54]([O:56][CH2:57][CH:58]1[C:59]2[C:64](=[CH:63][CH:62]=[CH:61][CH:60]=2)[C:65]2[C:70]1=[CH:69][CH:68]=[CH:67][CH:66]=2)=[O:55])[C@H:2]([C:24]([O:26][CH3:27])=[O:25])[CH2:3][S:4][C:5]([C:12]1[CH:13]=[CH:14][CH:15]=[CH:16][CH:17]=1)([C:6]1[CH:7]=[CH:8][CH:9]=[CH:10][CH:11]=1)[C:18]1[CH:23]=[CH:22][CH:21]=[CH:20][CH:19]=1, predict the reactants needed to synthesize it. The reactants are: [NH2:1][C@H:2]([C:24]([O:26][CH3:27])=[O:25])[CH2:3][S:4][C:5]([C:18]1[CH:23]=[CH:22][CH:21]=[CH:20][CH:19]=1)([C:12]1[CH:17]=[CH:16][CH:15]=[CH:14][CH:13]=1)[C:6]1[CH:11]=[CH:10][CH:9]=[CH:8][CH:7]=1.N([C:54]([O:56][CH2:57][CH:58]1[C:70]2[C:65](=[CH:66][CH:67]=[CH:68][CH:69]=2)[C:64]2[C:59]1=[CH:60][CH:61]=[CH:62][CH:63]=2)=[O:55])[C@H](C(O)=O)CSC(C1C=CC=CC=1)(C1C=CC=CC=1)C1C=CC=CC=1.S(=O)(=O)(O)O. (3) Given the product [CH2:13]([O:1][C:2]1[N:7]=[C:6]([C:8]([O:10][CH3:11])=[O:9])[CH:5]=[CH:4][CH:3]=1)[C:14]1[CH:19]=[CH:18][CH:17]=[CH:16][CH:15]=1, predict the reactants needed to synthesize it. The reactants are: [OH:1][C:2]1[N:7]=[C:6]([C:8]([O:10][CH3:11])=[O:9])[CH:5]=[CH:4][CH:3]=1.Br[CH2:13][C:14]1[CH:19]=[CH:18][CH:17]=[CH:16][CH:15]=1. (4) Given the product [CH3:21][O:20][C:16]1[CH:15]=[C:14]([C:3]2([C:1]#[N:2])[CH2:8][CH2:7][C:6](=[O:13])[CH2:5][CH2:4]2)[CH:19]=[CH:18][CH:17]=1, predict the reactants needed to synthesize it. The reactants are: [C:1]([C:3]1([C:14]2[CH:19]=[CH:18][CH:17]=[C:16]([O:20][CH3:21])[CH:15]=2)[CH2:8][C:7](C(OC)=O)=[C:6]([OH:13])[CH2:5][CH2:4]1)#[N:2].O. (5) Given the product [O:32]=[S:2]1(=[O:1])[CH2:7][CH2:6][N:5]([CH2:8][C:9]2[CH:14]=[CH:13][C:12]([NH:15][C:16]([C:18]3[CH:23]=[CH:22][C:21]([C:24]4[CH:29]=[C:28]([NH:30][C:33](=[O:37])[CH2:34][CH2:35][CH3:36])[CH:27]=[CH:26][C:25]=4[CH3:31])=[CH:20][CH:19]=3)=[O:17])=[CH:11][CH:10]=2)[CH2:4][CH2:3]1, predict the reactants needed to synthesize it. The reactants are: [O:1]=[S:2]1(=[O:32])[CH2:7][CH2:6][N:5]([CH2:8][C:9]2[CH:14]=[CH:13][C:12]([NH:15][C:16]([C:18]3[CH:23]=[CH:22][C:21]([C:24]4[CH:29]=[C:28]([NH2:30])[CH:27]=[CH:26][C:25]=4[CH3:31])=[CH:20][CH:19]=3)=[O:17])=[CH:11][CH:10]=2)[CH2:4][CH2:3]1.[C:33](O)(=[O:37])[CH2:34][CH2:35][CH3:36].CCN=C=NCCCN(C)C.C1C=CC2N(O)N=NC=2C=1.CN1CCOCC1. (6) Given the product [CH2:1]([O:8][C:9]1[CH:14]=[CH:13][CH:12]=[CH:11][C:10]=1[NH2:15])[C:2]1[CH:3]=[CH:4][CH:5]=[CH:6][CH:7]=1, predict the reactants needed to synthesize it. The reactants are: [CH2:1]([O:8][C:9]1[CH:14]=[CH:13][CH:12]=[CH:11][C:10]=1[N+:15]([O-])=O)[C:2]1[CH:7]=[CH:6][CH:5]=[CH:4][CH:3]=1.[BH4-].[Na+].